From a dataset of Forward reaction prediction with 1.9M reactions from USPTO patents (1976-2016). Predict the product of the given reaction. (1) Given the reactants CC1(C)C2C=CC=C(P(C3C=CC=CC=3)C3C=CC=CC=3)C=2OC2C1=CC=CC=2P(C1C=CC=CC=1)C1C=CC=CC=1.Br[C:44]1[CH:45]=[C:46]2[C:51](=[CH:52][CH:53]=1)[N:50]=[CH:49][CH:48]=[CH:47]2.C[Si]([CH2:58][C:59]#[N:60])(C)C, predict the reaction product. The product is: [N:50]1[C:51]2[C:46](=[CH:45][C:44]([CH2:58][C:59]#[N:60])=[CH:53][CH:52]=2)[CH:47]=[CH:48][CH:49]=1. (2) Given the reactants [CH3:1][C:2]([N:6]1[CH:10]=[C:9]([N+:11]([O-:13])=[O:12])[N:8]=[CH:7]1)([CH3:5])[CH:3]=O.[NH:14]1[CH2:19][CH2:18][CH2:17][CH2:16][CH2:15]1, predict the reaction product. The product is: [CH3:1][C:2]([N:6]1[CH:10]=[C:9]([N+:11]([O-:13])=[O:12])[N:8]=[CH:7]1)([CH3:5])[CH2:3][N:14]1[CH2:19][CH2:18][CH2:17][CH2:16][CH2:15]1. (3) Given the reactants Cl.[NH2:2][C@H:3]1[CH2:7][CH2:6][CH2:5][C@@H:4]1[NH:8][C:9](=[O:22])[C:10]1[CH:15]=[C:14]([CH3:16])[CH:13]=[CH:12][C:11]=1[N:17]1[N:21]=[CH:20][CH:19]=[N:18]1.CCN(C(C)C)C(C)C.[Cl:32][C:33]1[CH:38]=[N:37][C:36](Cl)=[CH:35][N:34]=1.O, predict the reaction product. The product is: [Cl:32][C:33]1[N:34]=[CH:35][C:36]([NH:2][C@H:3]2[CH2:7][CH2:6][CH2:5][C@@H:4]2[NH:8][C:9](=[O:22])[C:10]2[CH:15]=[C:14]([CH3:16])[CH:13]=[CH:12][C:11]=2[N:17]2[N:18]=[CH:19][CH:20]=[N:21]2)=[N:37][CH:38]=1. (4) Given the reactants [Cl:1][C:2]1[CH:3]=[N:4][N:5]([CH3:36])[C:6]=1[C:7]1[S:8][C:9]([C:12]([NH:14][C@@H:15]([CH2:28][C:29]2[CH:34]=[CH:33][CH:32]=[C:31]([F:35])[CH:30]=2)[CH2:16][N:17]2C(=O)C3C(=CC=CC=3)C2=O)=[O:13])=[CH:10][N:11]=1.NN, predict the reaction product. The product is: [NH2:17][CH2:16][C@@H:15]([NH:14][C:12]([C:9]1[S:8][C:7]([C:6]2[N:5]([CH3:36])[N:4]=[CH:3][C:2]=2[Cl:1])=[N:11][CH:10]=1)=[O:13])[CH2:28][C:29]1[CH:34]=[CH:33][CH:32]=[C:31]([F:35])[CH:30]=1. (5) The product is: [OH:10][C:8]([CH2:7][C:5]1[CH:6]=[CH:1][C:2]([C:32]2[CH:33]=[CH:34][CH:35]=[CH:36][CH:37]=2)=[CH:3][CH:4]=1)=[O:9]. Given the reactants [CH:1]1[CH:2]=[CH:3][C:4](NC2C(Cl)=CC=CC=2Cl)=[C:5]([CH2:7][C:8]([OH:10])=[O:9])[CH:6]=1.Cl.NCCO.CC(O[C:32]1[CH:33]=[CH:34][C:35](CCNC([C:32]2[CH:37]=[CH:36][C:35](Cl)=[CH:34][CH:33]=2)=O)=[CH:36][CH:37]=1)(C(O)=O)C.CCN=C=NCCCN(C)C.C(O)(=O)CC(CC(O)=O)(C(O)=O)O.C(=O)(O)[O-].[Na+], predict the reaction product. (6) Given the reactants Br[C:2]1[CH:3]=[CH:4][C:5]2[N:22]3[C:17]([CH:18]=[C:19](Br)[CH:20]=[CH:21]3)=[C:16]3[C:7](=[C:8]4[B:13]([C:14]5[CH:27]=[CH:26][C:25]([C:28]6[CH:33]=[CH:32][CH:31]=[CH:30][CH:29]=6)=[CH:24][C:15]=53)[CH:12]=[CH:11][C:10]([C:34]3[CH:39]=[CH:38][CH:37]=[CH:36][CH:35]=3)=[CH:9]4)[C:6]=2[CH:40]=1.[C:41]1(B(O)O)[CH:46]=[CH:45][CH:44]=[CH:43][CH:42]=1.P([O-])([O-])([O-])=O.[K+].[K+].[K+].CC(C)([O-])C.[Na+].[C:64]1(C)[CH:69]=[CH:68][CH:67]=[CH:66][CH:65]=1, predict the reaction product. The product is: [C:41]1([C:2]2[CH:3]=[CH:4][C:5]3[N:22]4[C:17]([CH:18]=[C:19]([C:64]5[CH:69]=[CH:68][CH:67]=[CH:66][CH:65]=5)[CH:20]=[CH:21]4)=[C:16]4[C:7](=[C:8]5[B:13]([C:14]6[CH:27]=[CH:26][C:25]([C:28]7[CH:29]=[CH:30][CH:31]=[CH:32][CH:33]=7)=[CH:24][C:15]=64)[CH:12]=[CH:11][C:10]([C:34]4[CH:35]=[CH:36][CH:37]=[CH:38][CH:39]=4)=[CH:9]5)[C:6]=3[CH:40]=2)[CH:46]=[CH:45][CH:44]=[CH:43][CH:42]=1.